From a dataset of Catalyst prediction with 721,799 reactions and 888 catalyst types from USPTO. Predict which catalyst facilitates the given reaction. (1) Reactant: C(NC(C)C)(C)C.C([Li])CCC.[I:13][C:14]1[CH:15]=[C:16]2[C:21](=[CH:22][CH:23]=1)[C:20](=NN1CCC[C@H]1COC)[CH2:19][CH2:18][CH2:17]2.I[CH2:34][CH2:35][CH2:36][CH2:37][CH2:38][CH3:39].N.[O:41]1CCCC1. Product: [CH2:34]([C@@H:19]1[CH2:18][CH2:17][C:16]2[C:21](=[CH:22][CH:23]=[C:14]([I:13])[CH:15]=2)[C:20]1=[O:41])[CH2:35][CH2:36][CH2:37][CH2:38][CH3:39]. The catalyst class is: 6. (2) Reactant: [CH:1]1([S:4]([C:7]2[CH:12]=[CH:11][C:10]([CH:13]([CH2:18][CH:19]3[CH2:24][CH2:23][O:22][CH2:21][CH2:20]3)[C:14](=[O:17])[CH:15]=[CH2:16])=[CH:9][CH:8]=2)(=[O:6])=[O:5])[CH2:3][CH2:2]1.[OH:25][C:26]([C:33]1[S:37][C:36]([CH:38]=[O:39])=[N:35][CH:34]=1)([CH3:32])[CH:27]([O:30][CH3:31])[O:28][CH3:29].C(N(CC)CC)C.O1CCCC1. Product: [CH:1]1([S:4]([C:7]2[CH:8]=[CH:9][C:10]([CH:13]([CH2:18][CH:19]3[CH2:24][CH2:23][O:22][CH2:21][CH2:20]3)[C:14](=[O:17])[CH2:15][CH2:16][C:38]([C:36]3[S:37][C:33]([C:26]([OH:25])([CH3:32])[CH:27]([O:30][CH3:31])[O:28][CH3:29])=[CH:34][N:35]=3)=[O:39])=[CH:11][CH:12]=2)(=[O:6])=[O:5])[CH2:3][CH2:2]1. The catalyst class is: 433. (3) Reactant: [N:1]1([CH2:7][CH2:8][CH2:9][O:10][C:11]2[S:38][C:14]3[CH2:15][N:16](C(C4C=CC=CC=4)(C4C=CC=CC=4)C4C=CC=CC=4)[CH2:17][CH2:18][C:13]=3[CH:12]=2)[CH2:6][CH2:5][CH2:4][CH2:3][CH2:2]1.C(O)(C(F)(F)F)=O. Product: [N:1]1([CH2:7][CH2:8][CH2:9][O:10][C:11]2[S:38][C:14]3[CH2:15][NH:16][CH2:17][CH2:18][C:13]=3[CH:12]=2)[CH2:6][CH2:5][CH2:4][CH2:3][CH2:2]1. The catalyst class is: 2. (4) Reactant: N#N.[NH:3]1[C:7]2[CH:8]=[CH:9][CH:10]=[CH:11][C:6]=2[N:5]=[C:4]1[C@H:12]([NH2:22])[CH2:13][C:14]1[CH:19]=[CH:18][C:17]([O:20][CH3:21])=[CH:16][CH:15]=1.[C:23](N1C=CN=C1)(N1C=CN=C1)=[O:24].O. Product: [CH3:21][O:20][C:17]1[CH:18]=[CH:19][C:14]([CH2:13][C@@H:12]2[C:4]3=[N:5][C:6]4[CH:11]=[CH:10][CH:9]=[CH:8][C:7]=4[N:3]3[C:23](=[O:24])[NH:22]2)=[CH:15][CH:16]=1. The catalyst class is: 1. (5) Reactant: Br[CH2:2][C:3]1[NH:4][C:5]2[N:6]([N:12]=[CH:13][C:14]=2[C:15]#[N:16])[C:7](=[O:11])[C:8]=1[CH2:9][CH3:10].C[CH2:18][N:19](CC)CC.Cl.CN. Product: [CH2:9]([C:8]1[C:7](=[O:11])[N:6]2[N:12]=[CH:13][C:14]([C:15]#[N:16])=[C:5]2[NH:4][C:3]=1[CH2:2][NH:19][CH3:18])[CH3:10]. The catalyst class is: 3. (6) Reactant: [C@@H:1]12[N:8]([C:9]([C:11]3[C:16]([N:17]4[N:21]=[CH:20][CH:19]=[N:18]4)=[CH:15][CH:14]=[CH:13][C:12]=3[F:22])=[O:10])[CH2:7][C@@H:6]1[CH2:5][CH2:4][NH:3][CH2:2]2.Cl[C:24]1[N:29]=[C:28]([CH3:30])[CH:27]=[C:26]([CH3:31])[N:25]=1.CCN(C(C)C)C(C)C. Product: [CH3:31][C:26]1[CH:27]=[C:28]([CH3:30])[N:29]=[C:24]([N:3]2[CH2:4][CH2:5][C@@H:6]3[C@@H:1]([N:8]([C:9]([C:11]4[C:16]([N:17]5[N:18]=[CH:19][CH:20]=[N:21]5)=[CH:15][CH:14]=[CH:13][C:12]=4[F:22])=[O:10])[CH2:7]3)[CH2:2]2)[N:25]=1. The catalyst class is: 47. (7) Reactant: FC1(F)CCC(CC2N3C(C)=CC(C(NC4CCC5(COC5)CC4)=O)=CC3=NC=2C(F)(F)F)CC1.[Cl:36][C:37]1[CH:60]=[CH:59][C:40]([CH2:41][C:42]2[N:46]3[C:47]([CH3:54])=[CH:48][C:49]([C:51]([OH:53])=O)=[CH:50][C:45]3=[N:44][C:43]=2[C:55]([F:58])([F:57])[CH3:56])=[CH:39][CH:38]=1.Cl.[O:62]1[CH2:67][CH2:66][CH:65]([NH2:68])[CH2:64][CH2:63]1. Product: [Cl:36][C:37]1[CH:38]=[CH:39][C:40]([CH2:41][C:42]2[N:46]3[C:47]([CH3:54])=[CH:48][C:49]([C:51]([NH:68][CH:65]4[CH2:66][CH2:67][O:62][CH2:63][CH2:64]4)=[O:53])=[CH:50][C:45]3=[N:44][C:43]=2[C:55]([F:57])([F:58])[CH3:56])=[CH:59][CH:60]=1. The catalyst class is: 66.